Predict the reaction yield, written as a fraction of the theoretical maximum amount of product (1.0 means a 100% yield; for example, 0.34 means a 34% yield). From a dataset of Reaction yield outcomes from USPTO patents with 853,638 reactions. (1) The reactants are Cl[C:2]1[CH:7]=[C:6]([C:8]([NH:10][C:11]2[CH:16]=[C:15]([NH:17][C:18]([C:20]3[CH:25]=[CH:24][N:23]=[C:22]([N:26]4[CH2:31][CH2:30][O:29][CH2:28][CH2:27]4)[CH:21]=3)=[O:19])[CH:14]=[CH:13][C:12]=2[Cl:32])=[O:9])[CH:5]=[CH:4][N:3]=1.[CH3:33][N:34]1[CH2:39][CH2:38][NH:37][CH2:36][CH2:35]1. No catalyst specified. The product is [Cl:32][C:12]1[CH:13]=[CH:14][C:15]([NH:17][C:18]([C:20]2[CH:25]=[CH:24][N:23]=[C:22]([N:26]3[CH2:27][CH2:28][O:29][CH2:30][CH2:31]3)[CH:21]=2)=[O:19])=[CH:16][C:11]=1[NH:10][C:8]([C:6]1[CH:5]=[CH:4][N:3]=[C:2]([N:37]2[CH2:38][CH2:39][N:34]([CH3:33])[CH2:35][CH2:36]2)[CH:7]=1)=[O:9]. The yield is 0.690. (2) The reactants are [ClH:1].C([O:9][C:10]1[CH:11]=[C:12]2[C:17](=[CH:18][C:19]=1[O:20]CC1C=CC=CC=1)[CH:16]([CH2:28][C:29]1[CH:34]=[CH:33][C:32]([C:35]3[CH:40]=[CH:39][CH:38]=[CH:37][CH:36]=3)=[CH:31][CH:30]=1)[NH:15][CH2:14][CH2:13]2)C1C=CC=CC=1. The catalyst is Cl.CO. The product is [ClH:1].[C:32]1([C:35]2[CH:40]=[CH:39][CH:38]=[CH:37][CH:36]=2)[CH:31]=[CH:30][C:29]([CH2:28][CH:16]2[C:17]3[C:12](=[CH:11][C:10]([OH:9])=[C:19]([OH:20])[CH:18]=3)[CH2:13][CH2:14][NH:15]2)=[CH:34][CH:33]=1. The yield is 0.780. (3) The reactants are C([O:8][C@@H:9]1[CH2:12][C@H:11]([N:13]2[C:17]3[CH:18]=[C:19]([F:22])[CH:20]=[CH:21][C:16]=3[N:15]=[C:14]2[C@@H:23]([NH:25][C:26]2[N:34]=[CH:33][N:32]=[C:31]3[C:27]=2[N:28]=[CH:29][NH:30]3)[CH3:24])[CH2:10]1)C1C=CC=CC=1.B(Br)(Br)Br. The catalyst is C(Cl)Cl. The product is [F:22][C:19]1[CH:20]=[CH:21][C:16]2[N:15]=[C:14]([C@@H:23]([NH:25][C:26]3[N:34]=[CH:33][N:32]=[C:31]4[C:27]=3[N:28]=[CH:29][NH:30]4)[CH3:24])[N:13]([CH:11]3[CH2:12][CH:9]([OH:8])[CH2:10]3)[C:17]=2[CH:18]=1. The yield is 0.500. (4) The reactants are [C:1]([O:5][C:6]([C:8]1[CH:9]=[CH:10][C:11]([I:17])=[C:12]([CH:16]=1)[C:13]([OH:15])=O)=[O:7])([CH3:4])([CH3:3])[CH3:2].CN(C(ON1N=NC2C=CC=NC1=2)=[N+](C)C)C.F[P-](F)(F)(F)(F)F.N1C(C)=CC=CC=1C.[CH2:50]1[C:59]2[C:54](=[CH:55][CH:56]=[CH:57][CH:58]=2)[CH2:53][CH2:52][NH:51]1. The catalyst is CCOC(C)=O.CN(C=O)C.C1COCC1. The product is [I:17][C:11]1[CH:10]=[CH:9][C:8]([C:6]([O:5][C:1]([CH3:2])([CH3:3])[CH3:4])=[O:7])=[CH:16][C:12]=1[C:13]([N:51]1[CH2:52][CH2:53][C:54]2[C:59](=[CH:58][CH:57]=[CH:56][CH:55]=2)[CH2:50]1)=[O:15]. The yield is 0.650.